Dataset: Reaction yield outcomes from USPTO patents with 853,638 reactions. Task: Predict the reaction yield, written as a fraction of the theoretical maximum amount of product (1.0 means a 100% yield; for example, 0.34 means a 34% yield). The reactants are [C:1]([C:3]1[CH:4]=[C:5]([C:10]2[CH:15]=[CH:14][CH:13]=[C:12]([CH2:16][N:17]3[CH2:22][CH2:21][N:20]([C:23]([O:25][C:26]([CH3:29])([CH3:28])[CH3:27])=[O:24])[C@@H:19]([CH3:30])[CH2:18]3)[CH:11]=2)[CH:6]=[CH:7][C:8]=1[F:9])#[N:2].B. The catalyst is C1COCC1. The product is [NH2:2][CH2:1][C:3]1[CH:4]=[C:5]([C:10]2[CH:15]=[CH:14][CH:13]=[C:12]([CH2:16][N:17]3[CH2:22][CH2:21][N:20]([C:23]([O:25][C:26]([CH3:29])([CH3:28])[CH3:27])=[O:24])[C@@H:19]([CH3:30])[CH2:18]3)[CH:11]=2)[CH:6]=[CH:7][C:8]=1[F:9]. The yield is 0.641.